From a dataset of Reaction yield outcomes from USPTO patents with 853,638 reactions. Predict the reaction yield, written as a fraction of the theoretical maximum amount of product (1.0 means a 100% yield; for example, 0.34 means a 34% yield). (1) The reactants are [NH:1]1[C:9]2[C:4](=[CH:5][CH:6]=[CH:7][CH:8]=2)[CH2:3][C:2]1=[O:10].[Li+].C[Si]([N-][Si](C)(C)C)(C)C.C1COCC1.O1CCCCC1[O:32][CH2:33][CH2:34][CH2:35][C:36]1[CH:37]=[C:38]2[C:42](=[CH:43][CH:44]=1)[C:41](=O)[O:40][CH2:39]2.Cl. The catalyst is C(COC)OC.C1COCC1. The product is [OH:32][CH2:33][CH2:34][CH2:35][C:36]1[CH:37]=[C:38]2[C:42](=[CH:43][CH:44]=1)[C:41](=[C:3]1[C:4]3[C:9](=[CH:8][CH:7]=[CH:6][CH:5]=3)[NH:1][C:2]1=[O:10])[O:40][CH2:39]2. The yield is 0.830. (2) The catalyst is Cl.O1CCOCC1. The reactants are C([O:5][C:6](=[O:42])[CH2:7][CH2:8][CH2:9][N:10]1[CH:14]=[C:13]([N:15]2[C:23]3[C:18](=[CH:19][CH:20]=[C:21]([Cl:25])[C:22]=3[F:24])[C:17]([S:26][C:27]3[C:28]([F:38])=[C:29]([CH:35]=[CH:36][CH:37]=3)[C:30]([O:32][CH2:33][CH3:34])=[O:31])=[C:16]2[CH:39]2[CH2:41][CH2:40]2)[CH:12]=[N:11]1)(C)(C)C. The product is [Cl:25][C:21]1[C:22]([F:24])=[C:23]2[C:18]([C:17]([S:26][C:27]3[CH:37]=[CH:36][CH:35]=[C:29]([C:30]([O:32][CH2:33][CH3:34])=[O:31])[C:28]=3[F:38])=[C:16]([CH:39]3[CH2:40][CH2:41]3)[N:15]2[C:13]2[CH:12]=[N:11][N:10]([CH2:9][CH2:8][CH2:7][C:6]([OH:42])=[O:5])[CH:14]=2)=[CH:19][CH:20]=1. The yield is 0.560. (3) The reactants are [Br:1][C:2]1[CH:10]=[C:9]([I:11])[C:5]([C:6]([OH:8])=[O:7])=[CH:4][N:3]=1.[C:12](=O)([O-])[O-].[K+].[K+].CI. The catalyst is CN(C)C=O.C(OCC)(=O)C. The product is [Br:1][C:2]1[CH:10]=[C:9]([I:11])[C:5]([C:6]([O:8][CH3:12])=[O:7])=[CH:4][N:3]=1. The yield is 0.830. (4) The reactants are [N:1]12[CH2:8][CH2:7][C:4]([C:9]([C:18]3[CH:23]=[CH:22][C:21]([F:24])=[CH:20][CH:19]=3)([C:11]3[CH:16]=[CH:15][C:14]([F:17])=[CH:13][CH:12]=3)[OH:10])([CH2:5][CH2:6]1)[CH2:3][CH2:2]2.[C:25]1([CH2:31][O:32][CH2:33][CH2:34][Br:35])[CH:30]=[CH:29][CH:28]=[CH:27][CH:26]=1. The catalyst is CC#N. The product is [Br-:35].[F:17][C:14]1[CH:15]=[CH:16][C:11]([C:9]([C:18]2[CH:19]=[CH:20][C:21]([F:24])=[CH:22][CH:23]=2)([OH:10])[C:4]23[CH2:5][CH2:6][N+:1]([CH2:34][CH2:33][O:32][CH2:31][C:25]4[CH:30]=[CH:29][CH:28]=[CH:27][CH:26]=4)([CH2:2][CH2:3]2)[CH2:8][CH2:7]3)=[CH:12][CH:13]=1. The yield is 0.661. (5) The reactants are [CH3:1][O:2][C:3]1[CH:4]=[C:5]([NH:15][C:16]([NH2:18])=[S:17])[CH:6]=[C:7]([C:9]2[CH:14]=[CH:13][CH:12]=[CH:11][CH:10]=2)[CH:8]=1.BrBr. The catalyst is C(Cl)(Cl)Cl. The product is [CH3:1][O:2][C:3]1[CH:8]=[C:7]([C:9]2[CH:14]=[CH:13][CH:12]=[CH:11][CH:10]=2)[C:6]2[S:17][C:16]([NH2:18])=[N:15][C:5]=2[CH:4]=1. The yield is 0.860.